This data is from Catalyst prediction with 721,799 reactions and 888 catalyst types from USPTO. The task is: Predict which catalyst facilitates the given reaction. (1) Reactant: [Br:1][C:2]1[N:7]=[N:6][C:5]([NH2:8])=[CH:4][CH:3]=1.Cl[CH2:10][CH:11]=O.C(=O)(O)[O-].[Na+]. Product: [Br:1][C:2]1[CH:3]=[CH:4][C:5]2[N:6]([CH:10]=[CH:11][N:8]=2)[N:7]=1. The catalyst class is: 32. (2) Reactant: [N:1]([CH2:4][CH2:5][CH2:6][P:7](=[O:14])([O:11][CH2:12][CH3:13])[O:8][CH2:9][CH3:10])=[N+]=[N-].[H][H]. Product: [NH2:1][CH2:4][CH2:5][CH2:6][P:7](=[O:14])([O:8][CH2:9][CH3:10])[O:11][CH2:12][CH3:13]. The catalyst class is: 320.